Dataset: Full USPTO retrosynthesis dataset with 1.9M reactions from patents (1976-2016). Task: Predict the reactants needed to synthesize the given product. (1) Given the product [F:15][C:12]1[CH:11]=[CH:10][C:9]([C:6]2[C:7]3[N:8]=[C:40]([CH:38]([CH3:37])[CH3:33])[NH:1][C:2]=3[CH:3]=[C:4]([C:16]([O:18][CH3:19])=[O:17])[CH:5]=2)=[CH:14][CH:13]=1, predict the reactants needed to synthesize it. The reactants are: [NH2:1][C:2]1[CH:3]=[C:4]([C:16]([O:18][CH3:19])=[O:17])[CH:5]=[C:6]([C:9]2[CH:14]=[CH:13][C:12]([F:15])=[CH:11][CH:10]=2)[C:7]=1[NH2:8].C1(P([C:33]2[CH:38]=[CH:37]C=CC=2)C2C=CC=CC=2)C=CC=CC=1.Cl[C:40](Cl)(Cl)C#N. (2) Given the product [CH2:1]([N:8]1[CH2:14][CH:13]2[N:15]([C:27]3[CH:26]=[CH:25][CH:24]=[C:23]([C:22]([F:31])([F:30])[F:21])[CH:28]=3)[CH:10]([CH2:11][CH2:12]2)[CH2:9]1)[C:2]1[CH:3]=[CH:4][CH:5]=[CH:6][CH:7]=1, predict the reactants needed to synthesize it. The reactants are: [CH2:1]([N:8]1[CH2:14][CH:13]2[NH:15][CH:10]([CH2:11][CH2:12]2)[CH2:9]1)[C:2]1[CH:7]=[CH:6][CH:5]=[CH:4][CH:3]=1.C([Li])CCC.[F:21][C:22]([F:31])([F:30])[C:23]1[CH:24]=[C:25](Br)[CH:26]=[CH:27][CH:28]=1. (3) Given the product [C:24]([O:23][C:21](=[O:22])[N:2]([CH2:3][CH2:4][CH2:5][CH2:6][CH2:7][CH2:8][CH2:9][CH2:10][CH2:11][OH:12])[CH3:1])([CH3:25])([CH3:26])[CH3:27], predict the reactants needed to synthesize it. The reactants are: [CH3:1][NH:2][CH2:3][CH2:4][CH2:5][CH2:6][CH2:7][CH2:8][CH2:9][CH2:10][CH2:11][OH:12].[CH3:25][C:24]([O:23][C:21](O[C:21]([O:23][C:24]([CH3:27])([CH3:26])[CH3:25])=[O:22])=[O:22])([CH3:27])[CH3:26]. (4) Given the product [C:1]([C:5]1[CH:10]=[CH:9][C:8]([C:11]2[NH:19][C:14]3=[N:15][CH:16]=[CH:17][N:18]=[C:13]3[C:12]=2[CH2:20][CH2:21][CH2:22][NH:23][C:27]([N:26]([CH2:30][CH3:31])[CH2:24][CH3:25])=[O:28])=[CH:7][CH:6]=1)([CH3:4])([CH3:2])[CH3:3], predict the reactants needed to synthesize it. The reactants are: [C:1]([C:5]1[CH:10]=[CH:9][C:8]([C:11]2[NH:19][C:14]3=[N:15][CH:16]=[CH:17][N:18]=[C:13]3[C:12]=2[CH2:20][CH2:21][CH2:22][NH2:23])=[CH:7][CH:6]=1)([CH3:4])([CH3:3])[CH3:2].[CH2:24]([N:26]([CH2:30][CH3:31])[C:27](Cl)=[O:28])[CH3:25].C(N(CC)CC)C.O. (5) Given the product [CH2:43]([O:45][C:46](=[O:55])/[C:47](/[C:39]1[CH:40]=[CH:41][C:36]([S:35][CH2:34][CH2:33][CH2:32][O:31][CH2:24][C:25]2[CH:30]=[CH:29][CH:28]=[CH:27][CH:26]=2)=[CH:37][CH:38]=1)=[CH:48]/[CH:49]1[CH2:53][CH2:52][CH2:51][CH2:50]1)[CH3:44], predict the reactants needed to synthesize it. The reactants are: C([O-])(=O)C.[K+].CC1(C)C(C)(C)OB(B2OC(C)(C)C(C)(C)O2)O1.[CH2:24]([O:31][CH2:32][CH2:33][CH2:34][S:35][C:36]1[CH:41]=[CH:40][C:39](Br)=[CH:38][CH:37]=1)[C:25]1[CH:30]=[CH:29][CH:28]=[CH:27][CH:26]=1.[CH2:43]([O:45][C:46](=[O:55])/[C:47](/Br)=[CH:48]/[CH:49]1[CH2:53][CH2:52][CH2:51][CH2:50]1)[CH3:44].C(=O)([O-])[O-].[Na+].[Na+]. (6) Given the product [CH3:53][C:54]1([CH3:67])[CH2:59][N:58]([C:48]([C:44]2[N:45]=[CH:46][N:47]=[C:42]([N:39]3[CH2:38][CH2:37][CH:36]([N:32]4[CH2:31][CH2:30][C:29]5[CH:51]=[C:25]([O:24][CH3:23])[CH:26]=[CH:27][C:28]=5[NH:34][C:33]4=[O:35])[CH2:41][CH2:40]3)[CH:43]=2)=[O:49])[CH2:57][C:56]2[C:60]([C:63]([F:66])([F:64])[F:65])=[N:61][NH:62][C:55]1=2, predict the reactants needed to synthesize it. The reactants are: CN(C(ON1N=NC2C=CC=CC1=2)=[N+](C)C)C.[B-](F)(F)(F)F.[CH3:23][O:24][C:25]1[CH:26]=[CH:27][C:28]2[NH:34][C:33](=[O:35])[N:32]([CH:36]3[CH2:41][CH2:40][N:39]([C:42]4[N:47]=[CH:46][N:45]=[C:44]([C:48](O)=[O:49])[CH:43]=4)[CH2:38][CH2:37]3)[CH2:31][CH2:30][C:29]=2[CH:51]=1.Cl.[CH3:53][C:54]1([CH3:67])[CH2:59][NH:58][CH2:57][C:56]2[C:60]([C:63]([F:66])([F:65])[F:64])=[N:61][NH:62][C:55]1=2. (7) Given the product [CH2:1]([N:3]([CH2:4][C:5]1[CH:6]=[CH:7][C:8]([CH2:11][N:12]2[CH2:13][CH2:14][N:15]([C:18]3[C:23]([C:24]([O:26][CH:27]([CH3:28])[CH3:29])=[O:25])=[CH:22][CH:21]=[CH:20][N:19]=3)[CH2:16][CH2:17]2)=[CH:9][CH:10]=1)[CH2:37][C:36]1[C:31]([CH3:30])=[N:32][CH:33]=[CH:34][CH:35]=1)[CH3:2], predict the reactants needed to synthesize it. The reactants are: [CH2:1]([NH:3][CH2:4][C:5]1[CH:10]=[CH:9][C:8]([CH2:11][N:12]2[CH2:17][CH2:16][N:15]([C:18]3[C:23]([C:24]([O:26][CH:27]([CH3:29])[CH3:28])=[O:25])=[CH:22][CH:21]=[CH:20][N:19]=3)[CH2:14][CH2:13]2)=[CH:7][CH:6]=1)[CH3:2].[CH3:30][C:31]1[C:36]([CH:37]=O)=[CH:35][CH:34]=[CH:33][N:32]=1.C(O)(=O)C.C(O[BH-](OC(=O)C)OC(=O)C)(=O)C.[Na+].